This data is from NCI-60 drug combinations with 297,098 pairs across 59 cell lines. The task is: Regression. Given two drug SMILES strings and cell line genomic features, predict the synergy score measuring deviation from expected non-interaction effect. (1) Drug 1: CS(=O)(=O)C1=CC(=C(C=C1)C(=O)NC2=CC(=C(C=C2)Cl)C3=CC=CC=N3)Cl. Drug 2: CN1C2=C(C=C(C=C2)N(CCCl)CCCl)N=C1CCCC(=O)O.Cl. Cell line: HCT116. Synergy scores: CSS=6.63, Synergy_ZIP=0.0957, Synergy_Bliss=0.716, Synergy_Loewe=-2.76, Synergy_HSA=-2.56. (2) Drug 1: CC1=C(C=C(C=C1)C(=O)NC2=CC(=CC(=C2)C(F)(F)F)N3C=C(N=C3)C)NC4=NC=CC(=N4)C5=CN=CC=C5. Drug 2: CS(=O)(=O)CCNCC1=CC=C(O1)C2=CC3=C(C=C2)N=CN=C3NC4=CC(=C(C=C4)OCC5=CC(=CC=C5)F)Cl. Cell line: OVCAR-8. Synergy scores: CSS=1.44, Synergy_ZIP=2.84, Synergy_Bliss=3.78, Synergy_Loewe=-3.52, Synergy_HSA=0.390.